This data is from Forward reaction prediction with 1.9M reactions from USPTO patents (1976-2016). The task is: Predict the product of the given reaction. (1) Given the reactants [CH3:1][C:2]1[CH:7]=[C:6]([NH:8][CH:9]([C:14]2[CH:28]=[CH:27][C:17]([C:18]([NH:20][CH2:21][CH2:22][C:23]([O:25]C)=[O:24])=[O:19])=[CH:16][N:15]=2)[CH2:10][CH:11]([CH3:13])[CH3:12])[CH:5]=[C:4]([CH3:29])[C:3]=1[C:30]1[CH:35]=[CH:34][C:33]([C:36]([F:39])([F:38])[F:37])=[CH:32][CH:31]=1.[Li+].[OH-].Cl, predict the reaction product. The product is: [CH3:1][C:2]1[CH:7]=[C:6]([NH:8][CH:9]([C:14]2[CH:28]=[CH:27][C:17]([C:18]([NH:20][CH2:21][CH2:22][C:23]([OH:25])=[O:24])=[O:19])=[CH:16][N:15]=2)[CH2:10][CH:11]([CH3:13])[CH3:12])[CH:5]=[C:4]([CH3:29])[C:3]=1[C:30]1[CH:35]=[CH:34][C:33]([C:36]([F:39])([F:38])[F:37])=[CH:32][CH:31]=1. (2) Given the reactants [C:1]([C:5]1[CH:10]=[CH:9][C:8]([C:11]2[N:12]([C:32]([Cl:34])=[O:33])[C@H:13]([C:24]3[CH:29]=[CH:28][C:27]([C:30]#[CH:31])=[CH:26][CH:25]=3)[C@H:14]([C:16]3[CH:21]=[CH:20][C:19]([C:22]#[CH:23])=[CH:18][CH:17]=3)[N:15]=2)=[C:7]([O:35][CH2:36][CH3:37])[CH:6]=1)([CH3:4])([CH3:3])[CH3:2].[N:38]1([C:44](=[O:52])[CH2:45][N:46]2[CH2:51][CH2:50][NH:49][CH2:48][CH2:47]2)[CH2:43][CH2:42][O:41][CH2:40][CH2:39]1, predict the reaction product. The product is: [ClH:34].[C:1]([C:5]1[CH:10]=[CH:9][C:8]([C:11]2[N:12]([C:32]([N:49]3[CH2:50][CH2:51][N:46]([CH2:45][C:44]([N:38]4[CH2:39][CH2:40][O:41][CH2:42][CH2:43]4)=[O:52])[CH2:47][CH2:48]3)=[O:33])[C@H:13]([C:24]3[CH:29]=[CH:28][C:27]([CH:30]=[CH2:31])=[CH:26][CH:25]=3)[C@H:14]([C:16]3[CH:21]=[CH:20][C:19]([CH:22]=[CH2:23])=[CH:18][CH:17]=3)[N:15]=2)=[C:7]([O:35][CH2:36][CH3:37])[CH:6]=1)([CH3:4])([CH3:3])[CH3:2]. (3) Given the reactants [CH:1]1(/[C:6](/[N:10]2[CH:14]=[C:13]([C:15]3[C:16]4[CH:23]=[CH:22][N:21]([CH2:24][O:25][CH2:26][CH2:27][Si:28]([CH3:31])([CH3:30])[CH3:29])[C:17]=4[N:18]=[CH:19][N:20]=3)[CH:12]=[N:11]2)=[CH:7]/[C:8]#[N:9])[CH2:5][CH2:4][CH2:3][CH2:2]1.O=O.[H][H], predict the reaction product. The product is: [CH:1]1([CH:6]([N:10]2[CH:14]=[C:13]([C:15]3[C:16]4[CH:23]=[CH:22][N:21]([CH2:24][O:25][CH2:26][CH2:27][Si:28]([CH3:29])([CH3:31])[CH3:30])[C:17]=4[N:18]=[CH:19][N:20]=3)[CH:12]=[N:11]2)[CH2:7][C:8]#[N:9])[CH2:5][CH2:4][CH2:3][CH2:2]1. (4) The product is: [Cl:8][C:6]1[N:5]=[C:4]([C:9]2[CH:14]=[CH:13][CH:12]=[CH:11][N:10]=2)[N:3]=[C:2]([NH:26][CH2:25][CH2:24][C:17]2[C:18]3[C:23](=[CH:22][CH:21]=[CH:20][CH:19]=3)[NH:15][CH:16]=2)[CH:7]=1. Given the reactants Cl[C:2]1[CH:7]=[C:6]([Cl:8])[N:5]=[C:4]([C:9]2[CH:14]=[CH:13][CH:12]=[CH:11][N:10]=2)[N:3]=1.[NH:15]1[C:23]2[C:18](=[CH:19][CH:20]=[CH:21][CH:22]=2)[C:17]([CH2:24][CH2:25][NH2:26])=[CH:16]1.CCN(C(C)C)C(C)C.O, predict the reaction product. (5) The product is: [CH2:25]([O:27][C:28]([C:29]1[C:30]([CH2:31][CH3:32])=[N:14][N:15]2[C:16]([O:23][CH3:24])=[CH:17][CH:18]=[C:19]([CH2:21][OH:22])[C:20]=12)=[O:33])[CH3:26]. Given the reactants CC1C=C(C)C=C(C)C=1S([O-])(=O)=O.[NH2:14][N+:15]1[CH:20]=[C:19]([CH2:21][OH:22])[CH:18]=[CH:17][C:16]=1[O:23][CH3:24].[CH2:25]([O:27][C:28](=[O:33])[C:29]#[C:30][CH2:31][CH3:32])[CH3:26].C(=O)([O-])[O-].[K+].[K+], predict the reaction product.